Dataset: Full USPTO retrosynthesis dataset with 1.9M reactions from patents (1976-2016). Task: Predict the reactants needed to synthesize the given product. (1) Given the product [ClH:32].[CH3:1][C:2]1[CH:7]=[CH:6][N:5]2[CH:8]=[C:9]([CH2:11][C@@H:12]3[CH2:17][CH2:16][CH2:15][CH2:14][N:13]3[C:18]([C:20]3[C:25]([O:26][CH2:27][CH2:28][CH3:29])=[CH:24][CH:23]=[C:22]([CH3:30])[N:21]=3)=[O:19])[N:10]=[C:4]2[C:3]=1[CH3:31], predict the reactants needed to synthesize it. The reactants are: [CH3:1][C:2]1[CH:7]=[CH:6][N:5]2[CH:8]=[C:9]([CH2:11][C@@H:12]3[CH2:17][CH2:16][CH2:15][CH2:14][N:13]3[C:18]([C:20]3[C:25]([O:26][CH2:27][CH2:28][CH3:29])=[CH:24][CH:23]=[C:22]([CH3:30])[N:21]=3)=[O:19])[N:10]=[C:4]2[C:3]=1[CH3:31].[ClH:32]. (2) Given the product [CH3:3][O:18][C:17](=[O:19])[CH2:16][C:9]1[CH:10]=[CH:11][C:12]([O:14][CH3:15])=[CH:13][C:8]=1[Cl:7], predict the reactants needed to synthesize it. The reactants are: CO.[CH2:3](Cl)CCl.[Cl:7][C:8]1[CH:13]=[C:12]([O:14][CH3:15])[CH:11]=[CH:10][C:9]=1[CH2:16][C:17]([OH:19])=[O:18].Cl. (3) Given the product [CH2:24]([N:19]1[C:20]2[C@@:15]([CH3:27])([C@H:14]3[CH2:13][CH2:12][C@@:11]4([CH3:28])[C@@H:10]([CH2:9][CH:8]=[C:7]4[C:36]4[CH:41]=[N:40][CH:39]=[CH:38][N:37]=4)[C@@H:23]3[CH2:22][CH:21]=2)[CH2:16][CH2:17][C:18]1=[O:26])[CH3:25], predict the reactants needed to synthesize it. The reactants are: FC(F)(F)S(O[C:7]1[C@@:11]2([CH3:28])[CH2:12][CH2:13][C@H:14]3[C@H:23]([C@@H:10]2[CH2:9][CH:8]=1)[CH2:22][CH:21]=[C:20]1[C@:15]3([CH3:27])[CH2:16][CH2:17][C:18](=[O:26])[N:19]1[CH2:24][CH3:25])(=O)=O.C([Sn](CCCC)(CCCC)[C:36]1[CH:41]=[N:40][CH:39]=[CH:38][N:37]=1)CCC. (4) Given the product [NH2:1][C:2]1[S:6][C:5]([CH:7]2[CH2:11][CH2:10][CH2:9][CH2:8]2)=[N:4][C:3]=1[C:12]([NH:14][C:15]1[CH:16]=[N:17][N:18]([CH3:29])[C:19]=1[C@@H:20]1[CH2:26][CH2:25][C@@H:24]([NH2:27])[C@H:23]([F:28])[CH2:22][O:21]1)=[O:13], predict the reactants needed to synthesize it. The reactants are: [NH2:1][C:2]1[S:6][C:5]([C:7]2[CH2:11][CH2:10][CH2:9][CH:8]=2)=[N:4][C:3]=1[C:12]([NH:14][C:15]1[CH:16]=[N:17][N:18]([CH3:29])[C:19]=1[C@@H:20]1[CH2:26][CH2:25][C@@H:24]([NH2:27])[C@H:23]([F:28])[CH2:22][O:21]1)=[O:13]. (5) Given the product [F:34][CH:32]([F:33])[O:31][C:28]1[CH:29]=[CH:30][C:25]([B:9]2[O:10][C:11]([CH3:16])([CH3:17])[C:12]([CH3:14])([CH3:15])[O:13]2)=[CH:26][C:27]=1[F:35], predict the reactants needed to synthesize it. The reactants are: [CH3:16][C:11]1([CH3:17])[C:12]([CH3:15])([CH3:14])[O:13][B:9]([B:9]2[O:13][C:12]([CH3:15])([CH3:14])[C:11]([CH3:17])([CH3:16])[O:10]2)[O:10]1.C([O-])(=O)C.[K+].Br[C:25]1[CH:30]=[CH:29][C:28]([O:31][CH:32]([F:34])[F:33])=[C:27]([F:35])[CH:26]=1. (6) Given the product [Cl:1][C:2]1[C:7]([C:8]2[O:13][C:12]([O:14][CH3:15])=[CH:11][N:10]=2)=[CH:6][N:5]=[C:4]2[NH:16][CH:17]=[CH:18][C:3]=12, predict the reactants needed to synthesize it. The reactants are: [Cl:1][C:2]1[C:7]([C:8]([NH:10][CH2:11][C:12]([O:14][CH3:15])=[O:13])=O)=[CH:6][N:5]=[C:4]2[NH:16][CH:17]=[CH:18][C:3]=12.O=P12OP3(OP(OP(O3)(O1)=O)(=O)O2)=O.C(=O)([O-])O.[Na+].